This data is from Full USPTO retrosynthesis dataset with 1.9M reactions from patents (1976-2016). The task is: Predict the reactants needed to synthesize the given product. (1) Given the product [NH2:5][C:6]1[C:7]2[CH:14]=[CH:13][N:12]([C@@H:15]3[O:30][C@H:29]([CH2:31][OH:32])[C@@H:18]([OH:19])[C@@:16]3([CH3:42])[OH:17])[C:8]=2[N:9]=[CH:10][N:11]=1, predict the reactants needed to synthesize it. The reactants are: C1(=O)[N:5]([C:6]2[C:7]3[CH:14]=[CH:13][N:12]([C@@H:15]4[O:30][C@H:29]([CH2:31][O:32]C(C5C=CC(C)=CC=5)=O)[C@@H:18]([O:19]C(C5C=CC(C)=CC=5)=O)[C@@:16]4([CH3:42])[OH:17])[C:8]=3[N:9]=[CH:10][N:11]=2)C(=O)C2=CC=CC=C12.C(N)CCC. (2) Given the product [NH:26]1[C:27]2[CH:33]=[CH:32][CH:31]=[CH:30][C:28]=2[N:29]=[C:25]1[CH2:24][O:21][C:3]1[CH:4]=[C:5]([C:8]2[N:12]3[N:13]=[CH:14][C:15]([C:17]([F:18])([F:19])[F:20])=[N:16][C:11]3=[N:10][CH:9]=2)[CH:6]=[CH:7][C:2]=1[F:1], predict the reactants needed to synthesize it. The reactants are: [F:1][C:2]1[CH:7]=[CH:6][C:5]([C:8]2[N:12]3[N:13]=[CH:14][C:15]([C:17]([F:20])([F:19])[F:18])=[N:16][C:11]3=[N:10][CH:9]=2)=[CH:4][C:3]=1[OH:21].Cl.Cl[CH2:24][C:25]1[NH:26][C:27]2[CH:33]=[CH:32][CH:31]=[CH:30][C:28]=2[N:29]=1. (3) Given the product [CH2:1]([N:3]1[CH2:4][CH2:5][CH:6]([C:9]2[C:10]([F:18])=[C:11]([CH:15]=[CH:16][CH:17]=2)[C:12]#[N:14])[CH2:7][CH2:8]1)[CH3:2], predict the reactants needed to synthesize it. The reactants are: [CH2:1]([N:3]1[CH2:8][CH2:7][CH:6]([C:9]2[C:10]([F:18])=[C:11]([CH:15]=[CH:16][CH:17]=2)[C:12]([NH2:14])=O)[CH2:5][CH2:4]1)[CH3:2].C(=O)([O-])[O-].[Na+].[Na+].C(OCC)(=O)C. (4) Given the product [O:1]=[C:2]1[C:6]2([CH2:7][CH2:8][N:9]([CH2:32][CH2:33][CH2:34][C:35](=[O:36])[C:37]3[CH:42]=[CH:41][CH:40]=[CH:39][CH:38]=3)[CH2:10][CH2:11]2)[N:5]([C:12]2[CH:13]=[CH:14][CH:15]=[CH:16][CH:17]=2)[CH2:4][N:3]1[C:18]1[CH:30]=[CH:29][CH:28]=[CH:27][C:19]=1[C:20]([O:22][C:23]([CH3:24])([CH3:25])[CH3:26])=[O:21], predict the reactants needed to synthesize it. The reactants are: [O:1]=[C:2]1[C:6]2([CH2:11][CH2:10][NH:9][CH2:8][CH2:7]2)[N:5]([C:12]2[CH:17]=[CH:16][CH:15]=[CH:14][CH:13]=2)[CH2:4][N:3]1[C:18]1[CH:30]=[CH:29][CH:28]=[CH:27][C:19]=1[C:20]([O:22][C:23]([CH3:26])([CH3:25])[CH3:24])=[O:21].I[CH2:32][CH2:33][CH2:34][C:35]([C:37]1[CH:42]=[CH:41][CH:40]=[CH:39][CH:38]=1)=[O:36].C(=O)([O-])[O-].[K+].[K+]. (5) The reactants are: [NH2:1][CH2:2][C:3]1([OH:16])[CH2:8][CH2:7][N:6]([CH2:9][C:10]2[CH:15]=[CH:14][CH:13]=[CH:12][CH:11]=2)[CH2:5][CH2:4]1.[C:17](O[C:17]([O:19][C:20]([CH3:23])([CH3:22])[CH3:21])=[O:18])([O:19][C:20]([CH3:23])([CH3:22])[CH3:21])=[O:18]. Given the product [CH2:9]([N:6]1[CH2:7][CH2:8][C:3]([CH2:2][NH:1][C:17](=[O:18])[O:19][C:20]([CH3:23])([CH3:22])[CH3:21])([OH:16])[CH2:4][CH2:5]1)[C:10]1[CH:15]=[CH:14][CH:13]=[CH:12][CH:11]=1, predict the reactants needed to synthesize it. (6) Given the product [Cl:1][C:2]1[C:3]([O:20][CH:17]([CH2:18][F:19])[CH2:16][F:15])=[N:4][CH:5]=[C:6]([CH:11]=1)[C:7]([O:9][CH3:10])=[O:8], predict the reactants needed to synthesize it. The reactants are: [Cl:1][C:2]1[C:3](Cl)=[N:4][CH:5]=[C:6]([CH:11]=1)[C:7]([O:9][CH3:10])=[O:8].[H-].[Na+].[F:15][CH2:16][CH:17]([OH:20])[CH2:18][F:19]. (7) Given the product [CH3:1][N:2]1[C:6]([CH3:7])=[C:5]([C:8](=[O:17])[N:9]([CH3:16])[C:10]2[CH:15]=[CH:14][CH:13]=[CH:12][CH:11]=2)[CH:4]=[C:3]1[C:18]1[CH:19]=[C:20]2[C:25](=[CH:26][C:27]=1[C:28]([N:30]1[C@H:39]([CH2:40][N:41]3[CH2:46][CH2:45][O:44][CH2:43][CH2:42]3)[CH2:38][C:37]3[C:32](=[CH:33][CH:34]=[CH:35][CH:36]=3)[CH2:31]1)=[O:29])[CH2:24][N:23]([C:47]([O:49][C:50]1[CH:67]=[C:68]3[C:63]([CH:62]=[CH:61][NH:60]3)=[CH:64][CH:65]=1)=[O:48])[CH2:22][CH2:21]2, predict the reactants needed to synthesize it. The reactants are: [CH3:1][N:2]1[C:6]([CH3:7])=[C:5]([C:8](=[O:17])[N:9]([CH3:16])[C:10]2[CH:15]=[CH:14][CH:13]=[CH:12][CH:11]=2)[CH:4]=[C:3]1[C:18]1[CH:19]=[C:20]2[C:25](=[CH:26][C:27]=1[C:28]([N:30]1[C@H:39]([CH2:40][N:41]3[CH2:46][CH2:45][O:44][CH2:43][CH2:42]3)[CH2:38][C:37]3[C:32](=[CH:33][CH:34]=[CH:35][CH:36]=3)[CH2:31]1)=[O:29])[CH2:24][N:23]([C:47]([O:49][C:50](Cl)(Cl)Cl)=[O:48])[CH2:22][CH2:21]2.C(=O)([O-])[O-].[K+].[K+].[NH:60]1[C:68]2[C:63](=[CH:64][CH:65]=C(O)[CH:67]=2)[CH:62]=[CH:61]1.